From a dataset of Full USPTO retrosynthesis dataset with 1.9M reactions from patents (1976-2016). Predict the reactants needed to synthesize the given product. (1) Given the product [ClH:23].[F:1][C:2]1[CH:3]=[CH:4][C:5]([O:6][CH2:7][CH2:8][O:9][C:10]2[CH:15]=[CH:14][C:13]([CH2:16][CH2:17][NH2:18])=[CH:12][C:11]=2[O:19][CH3:20])=[CH:21][CH:22]=1, predict the reactants needed to synthesize it. The reactants are: [F:1][C:2]1[CH:22]=[CH:21][C:5]([O:6][CH2:7][CH2:8][O:9][C:10]2[CH:15]=[CH:14][C:13]([CH2:16][CH2:17][NH2:18])=[CH:12][C:11]=2[O:19][CH3:20])=[CH:4][CH:3]=1.[ClH:23]. (2) Given the product [F:7][C:8]1[CH:13]=[CH:12][C:11]([C@H:14]([NH:16][C:17]([C@H:19]2[CH2:24][CH2:23][C@H:22]([NH:25][S:26]([C:29]3[CH:34]=[CH:33][C:32]([O:35][CH:1]4[CH2:5][CH2:4][CH2:3][CH2:2]4)=[C:31]([O:36][CH3:37])[CH:30]=3)(=[O:28])=[O:27])[CH2:21][CH2:20]2)=[O:18])[CH3:15])=[CH:10][CH:9]=1, predict the reactants needed to synthesize it. The reactants are: [CH:1]1(Br)[CH2:5][CH2:4][CH2:3][CH2:2]1.[F:7][C:8]1[CH:13]=[CH:12][C:11]([C@H:14]([NH:16][C:17]([C@H:19]2[CH2:24][CH2:23][C@H:22]([NH:25][S:26]([C:29]3[CH:34]=[CH:33][C:32]([OH:35])=[C:31]([O:36][CH3:37])[CH:30]=3)(=[O:28])=[O:27])[CH2:21][CH2:20]2)=[O:18])[CH3:15])=[CH:10][CH:9]=1.C(=O)([O-])[O-].[K+].[K+].